Regression. Given two drug SMILES strings and cell line genomic features, predict the synergy score measuring deviation from expected non-interaction effect. From a dataset of NCI-60 drug combinations with 297,098 pairs across 59 cell lines. (1) Drug 1: C1=CC(=CC=C1CCCC(=O)O)N(CCCl)CCCl. Drug 2: C1=NC2=C(N=C(N=C2N1C3C(C(C(O3)CO)O)F)Cl)N. Cell line: BT-549. Synergy scores: CSS=17.8, Synergy_ZIP=-9.58, Synergy_Bliss=-8.27, Synergy_Loewe=-12.9, Synergy_HSA=-4.06. (2) Drug 1: CC1C(C(=O)NC(C(=O)N2CCCC2C(=O)N(CC(=O)N(C(C(=O)O1)C(C)C)C)C)C(C)C)NC(=O)C3=C4C(=C(C=C3)C)OC5=C(C(=O)C(=C(C5=N4)C(=O)NC6C(OC(=O)C(N(C(=O)CN(C(=O)C7CCCN7C(=O)C(NC6=O)C(C)C)C)C)C(C)C)C)N)C. Synergy scores: CSS=14.6, Synergy_ZIP=-1.62, Synergy_Bliss=2.79, Synergy_Loewe=-22.0, Synergy_HSA=-0.122. Cell line: T-47D. Drug 2: C1CC(=O)NC(=O)C1N2C(=O)C3=CC=CC=C3C2=O. (3) Drug 1: CCCS(=O)(=O)NC1=C(C(=C(C=C1)F)C(=O)C2=CNC3=C2C=C(C=N3)C4=CC=C(C=C4)Cl)F. Drug 2: CC1=CC=C(C=C1)C2=CC(=NN2C3=CC=C(C=C3)S(=O)(=O)N)C(F)(F)F. Cell line: SF-268. Synergy scores: CSS=-0.667, Synergy_ZIP=9.95, Synergy_Bliss=2.17, Synergy_Loewe=-35.7, Synergy_HSA=-0.984. (4) Drug 1: C1CCN(CC1)CCOC2=CC=C(C=C2)C(=O)C3=C(SC4=C3C=CC(=C4)O)C5=CC=C(C=C5)O. Drug 2: CCCCCOC(=O)NC1=NC(=O)N(C=C1F)C2C(C(C(O2)C)O)O. Cell line: TK-10. Synergy scores: CSS=-2.38, Synergy_ZIP=1.01, Synergy_Bliss=1.09, Synergy_Loewe=-2.56, Synergy_HSA=-2.24. (5) Drug 1: CC(CN1CC(=O)NC(=O)C1)N2CC(=O)NC(=O)C2. Drug 2: C1CNP(=O)(OC1)N(CCCl)CCCl. Cell line: EKVX. Synergy scores: CSS=11.4, Synergy_ZIP=-0.443, Synergy_Bliss=4.38, Synergy_Loewe=-1.19, Synergy_HSA=1.82. (6) Drug 1: CCCS(=O)(=O)NC1=C(C(=C(C=C1)F)C(=O)C2=CNC3=C2C=C(C=N3)C4=CC=C(C=C4)Cl)F. Drug 2: CN(C)N=NC1=C(NC=N1)C(=O)N. Cell line: SK-MEL-2. Synergy scores: CSS=-3.24, Synergy_ZIP=2.78, Synergy_Bliss=0.573, Synergy_Loewe=-3.95, Synergy_HSA=-4.00. (7) Drug 1: C1C(C(OC1N2C=NC3=C(N=C(N=C32)Cl)N)CO)O. Drug 2: CCC1(CC2CC(C3=C(CCN(C2)C1)C4=CC=CC=C4N3)(C5=C(C=C6C(=C5)C78CCN9C7C(C=CC9)(C(C(C8N6C)(C(=O)OC)O)OC(=O)C)CC)OC)C(=O)OC)O.OS(=O)(=O)O. Cell line: HS 578T. Synergy scores: CSS=2.23, Synergy_ZIP=1.96, Synergy_Bliss=4.88, Synergy_Loewe=1.59, Synergy_HSA=1.51. (8) Drug 1: C1=NC2=C(N1)C(=S)N=C(N2)N. Drug 2: CC1C(C(CC(O1)OC2CC(CC3=C2C(=C4C(=C3O)C(=O)C5=CC=CC=C5C4=O)O)(C(=O)C)O)N)O. Cell line: HCC-2998. Synergy scores: CSS=73.2, Synergy_ZIP=-15.0, Synergy_Bliss=-19.1, Synergy_Loewe=-16.4, Synergy_HSA=-15.5. (9) Drug 1: C(CCl)NC(=O)N(CCCl)N=O. Drug 2: COCCOC1=C(C=C2C(=C1)C(=NC=N2)NC3=CC=CC(=C3)C#C)OCCOC.Cl. Cell line: MDA-MB-435. Synergy scores: CSS=7.59, Synergy_ZIP=-4.64, Synergy_Bliss=-4.05, Synergy_Loewe=2.49, Synergy_HSA=0.250.